The task is: Regression. Given a peptide amino acid sequence and an MHC pseudo amino acid sequence, predict their binding affinity value. This is MHC class II binding data.. This data is from Peptide-MHC class II binding affinity with 134,281 pairs from IEDB. (1) The peptide sequence is YDWFLANVSTVLTGK. The MHC is DRB1_0405 with pseudo-sequence DRB1_0405. The binding affinity (normalized) is 0.481. (2) The binding affinity (normalized) is 0.400. The MHC is DRB1_0101 with pseudo-sequence DRB1_0101. The peptide sequence is ASGSIEGHQFLDGVN. (3) The peptide sequence is DCIMFSAVISGSVSN. The MHC is DRB1_0101 with pseudo-sequence DRB1_0101. The binding affinity (normalized) is 0.829.